From a dataset of Full USPTO retrosynthesis dataset with 1.9M reactions from patents (1976-2016). Predict the reactants needed to synthesize the given product. (1) Given the product [CH:30]1([CH2:33][NH:1][C:2]2[CH:7]=[C:6]([C:8]([F:10])([F:11])[F:9])[CH:5]=[CH:4][C:3]=2[C:12]2[N:17]=[CH:16][N:15]=[C:14]([NH:18][C:19]3[CH:27]=[CH:26][CH:25]=[C:24]4[C:20]=3[CH2:21][C:22]([CH3:29])([OH:28])[CH2:23]4)[CH:13]=2)[CH2:32][CH2:31]1, predict the reactants needed to synthesize it. The reactants are: [NH2:1][C:2]1[CH:7]=[C:6]([C:8]([F:11])([F:10])[F:9])[CH:5]=[CH:4][C:3]=1[C:12]1[N:17]=[CH:16][N:15]=[C:14]([NH:18][C:19]2[CH:27]=[CH:26][CH:25]=[C:24]3[C:20]=2[CH2:21][C:22]([CH3:29])([OH:28])[CH2:23]3)[CH:13]=1.[CH:30]1([CH:33]=O)[CH2:32][CH2:31]1. (2) Given the product [CH2:17]([O:16][C:14]([NH:13][CH2:12][CH2:11][C:10]([NH:9][CH2:8][CH2:7][CH2:6][CH2:5][CH2:4][C:3]([OH:25])=[O:2])=[O:24])=[O:15])[C:18]1[CH:19]=[CH:20][CH:21]=[CH:22][CH:23]=1, predict the reactants needed to synthesize it. The reactants are: C[O:2][C:3](=[O:25])[CH2:4][CH2:5][CH2:6][CH2:7][CH2:8][NH:9][C:10](=[O:24])[CH2:11][CH2:12][NH:13][C:14]([O:16][CH2:17][C:18]1[CH:23]=[CH:22][CH:21]=[CH:20][CH:19]=1)=[O:15].[OH-].[Na+].